Dataset: Reaction yield outcomes from USPTO patents with 853,638 reactions. Task: Predict the reaction yield, written as a fraction of the theoretical maximum amount of product (1.0 means a 100% yield; for example, 0.34 means a 34% yield). (1) The reactants are [C-:1]#[N:2].[Na+].Br[CH2:5][C:6]1[C:16]([Cl:17])=[CH:15][CH:14]=[C:13]([Cl:18])[C:7]=1[C:8]([O:10][CH2:11][CH3:12])=[O:9].C(OC)(C)(C)C. The catalyst is O.CS(C)=O. The product is [Cl:17][C:16]1[C:6]([CH2:5][C:1]#[N:2])=[C:7]([C:13]([Cl:18])=[CH:14][CH:15]=1)[C:8]([O:10][CH2:11][CH3:12])=[O:9]. The yield is 0.470. (2) The reactants are [Cl:1][C:2]1[CH:7]=[CH:6][C:5]([N:8]([C@H:12]2[C:21]3[C:16](=[CH:17][CH:18]=[CH:19][CH:20]=3)[N:15]([C:22](=[O:33])[C:23]3[CH:28]=[C:27]([F:29])[C:26]([O:30]C)=[C:25]([F:32])[CH:24]=3)[C@@H:14]([CH3:34])[CH2:13]2)[C:9](=[O:11])[CH3:10])=[CH:4][CH:3]=1.B(Br)(Br)Br. The catalyst is ClCCl. The product is [Cl:1][C:2]1[CH:7]=[CH:6][C:5]([N:8]([C@H:12]2[C:21]3[C:16](=[CH:17][CH:18]=[CH:19][CH:20]=3)[N:15]([C:22](=[O:33])[C:23]3[CH:28]=[C:27]([F:29])[C:26]([OH:30])=[C:25]([F:32])[CH:24]=3)[C@@H:14]([CH3:34])[CH2:13]2)[C:9](=[O:11])[CH3:10])=[CH:4][CH:3]=1. The yield is 0.780. (3) The reactants are [Br:1][CH2:2][C:3]([OH:10])([C:6]([F:9])([F:8])[F:7])[C:4]#N.[OH2:11].S(=O)(=O)(O)[OH:13]. No catalyst specified. The product is [Br:1][CH2:2][C:3]([OH:10])([C:6]([F:9])([F:8])[F:7])[C:4]([OH:13])=[O:11]. The yield is 0.330. (4) The reactants are Cl[C:2]1[CH:3]=[C:4]([C:9]2[N:13]3[CH:14]=[CH:15][C:16]([C:19]([OH:22])([CH3:21])[CH3:20])=[C:17]([F:18])[C:12]3=[N:11][CH:10]=2)[CH:5]=[CH:6][C:7]=1[F:8].CC1(C)COB([C:30]2[CH:37]=[CH:36][C:33]([C:34]#[N:35])=[CH:32][C:31]=2[F:38])OC1. No catalyst specified. The product is [F:38][C:31]1[CH:32]=[C:33]([C:34]#[N:35])[CH:36]=[CH:37][C:30]=1[C:2]1[CH:3]=[C:4]([C:9]2[N:13]3[CH:14]=[CH:15][C:16]([C:19]([OH:22])([CH3:21])[CH3:20])=[C:17]([F:18])[C:12]3=[N:11][CH:10]=2)[CH:5]=[CH:6][C:7]=1[F:8]. The yield is 0.0900. (5) The reactants are [Cl:1][C:2]1[C:10]2[C:5](=[CH:6][C:7]([S:11]([N:14]3[CH2:19][C:18](=[O:20])[N:17]([CH2:21][CH:22]4[CH2:27][CH2:26][N:25]([C:28]5[CH:33]=[CH:32][C:31](=[O:34])[N:30]([CH3:35])[N:29]=5)[CH2:24][CH2:23]4)[CH:16]([C:36](O)=[O:37])[CH2:15]3)(=[O:13])=[O:12])=[CH:8][CH:9]=2)[NH:4][CH:3]=1.C(N(CC)CC)C.[CH2:46]([CH2:48][NH2:49])[OH:47].F[P-](F)(F)(F)(F)F.N1(O[P+](N2CCCC2)(N2CCCC2)N2CCCC2)C2C=CC=CC=2N=N1. The catalyst is CN(C)C=O. The product is [OH:47][CH2:46][CH2:48][NH:49][C:36]([CH:16]1[CH2:15][N:14]([S:11]([C:7]2[CH:6]=[C:5]3[C:10]([C:2]([Cl:1])=[CH:3][NH:4]3)=[CH:9][CH:8]=2)(=[O:13])=[O:12])[CH2:19][C:18](=[O:20])[N:17]1[CH2:21][CH:22]1[CH2:27][CH2:26][N:25]([C:28]2[CH:33]=[CH:32][C:31](=[O:34])[N:30]([CH3:35])[N:29]=2)[CH2:24][CH2:23]1)=[O:37]. The yield is 0.780. (6) The reactants are [Cl:1][C:2]1[N:7]=[C:6](Cl)[C:5]([Cl:9])=[CH:4][N:3]=1.[CH3:10][P:11]([C:14]1[CH:20]=[CH:19][C:17]([NH2:18])=[CH:16][CH:15]=1)([CH3:13])=[O:12].C(=O)([O-])[O-].[K+].[K+].C(=O)(O)[O-].[Na+]. The catalyst is CN(C=O)C. The product is [Cl:1][C:2]1[N:7]=[C:6]([NH:18][C:17]2[CH:16]=[CH:15][C:14]([P:11]([CH3:13])([CH3:10])=[O:12])=[CH:20][CH:19]=2)[C:5]([Cl:9])=[CH:4][N:3]=1. The yield is 0.360. (7) The reactants are [NH2:1][C:2]1[N:7]=[N:6][C:5]([N:8]2[CH2:13][CH2:12][N:11]([C:14]([C:16]3[CH:21]=[CH:20][CH:19]=[CH:18][C:17]=3[C:22]([F:25])([F:24])[F:23])=[O:15])[CH2:10][CH2:9]2)=[CH:4][CH:3]=1.Cl[C:27]([O:29][C:30](Cl)(Cl)Cl)=[O:28].[CH3:34][C:35]([CH3:40])([CH3:39])[CH2:36]CO.C(N(CC)CC)C. The catalyst is O1CCOCC1. The product is [CH3:34][C:35]([CH3:40])([CH3:39])[CH2:36][CH2:30][O:29][C:27](=[O:28])[NH:1][C:2]1[N:7]=[N:6][C:5]([N:8]2[CH2:9][CH2:10][N:11]([C:14](=[O:15])[C:16]3[CH:21]=[CH:20][CH:19]=[CH:18][C:17]=3[C:22]([F:25])([F:24])[F:23])[CH2:12][CH2:13]2)=[CH:4][CH:3]=1. The yield is 0.110. (8) The reactants are [Cl:1][C:2]1[CH:7]=[C:6]([Cl:8])[CH:5]=[CH:4][C:3]=1[C:9]1[CH:14]=[CH:13][N:12]([C:15]2[CH:16]=[CH:17][C:18]3[C:19]4[CH2:28][N:27](C(OC(C)(C)C)=O)[CH2:26][CH2:25][C:20]=4[N:21]([CH3:24])[C:22]=3[CH:23]=2)[C:11](=[O:36])[CH:10]=1.[ClH:37]. The catalyst is CO.CCOCC. The product is [ClH:1].[ClH:37].[Cl:1][C:2]1[CH:7]=[C:6]([Cl:8])[CH:5]=[CH:4][C:3]=1[C:9]1[CH:14]=[CH:13][N:12]([C:15]2[CH:16]=[CH:17][C:18]3[C:19]4[CH2:28][NH:27][CH2:26][CH2:25][C:20]=4[N:21]([CH3:24])[C:22]=3[CH:23]=2)[C:11](=[O:36])[CH:10]=1. The yield is 0.420. (9) The reactants are [NH2:1][C:2]1[CH:19]=[CH:18][C:5]([CH2:6][NH:7][C:8](=[O:17])[C:9]2[CH:14]=[CH:13][C:12]([O:15][CH3:16])=[CH:11][CH:10]=2)=[CH:4][CH:3]=1.S(O)(O)(=O)=O.Cl[C:26]1[NH:27][CH2:28][CH2:29][N:30]=1. The catalyst is CC(O)C. The product is [NH:30]1[CH2:29][CH2:28][N:27]=[C:26]1[NH:1][C:2]1[CH:19]=[CH:18][C:5]([CH2:6][NH:7][C:8](=[O:17])[C:9]2[CH:14]=[CH:13][C:12]([O:15][CH3:16])=[CH:11][CH:10]=2)=[CH:4][CH:3]=1. The yield is 0.614. (10) The catalyst is CO. The yield is 0.950. The reactants are C([O:4][C:5](=[O:22])[CH:6]=[CH:7][C:8]1[CH:13]=[CH:12][C:11]([O:14][CH2:15][CH:16]=[CH2:17])=[C:10]([O:18][CH2:19][CH:20]=[CH2:21])[CH:9]=1)C=C.[OH-].[Na+]. The product is [CH2:19]([O:18][C:10]1[CH:9]=[C:8]([CH:7]=[CH:6][C:5]([OH:22])=[O:4])[CH:13]=[CH:12][C:11]=1[O:14][CH2:15][CH:16]=[CH2:17])[CH:20]=[CH2:21].